Dataset: Reaction yield outcomes from USPTO patents with 853,638 reactions. Task: Predict the reaction yield, written as a fraction of the theoretical maximum amount of product (1.0 means a 100% yield; for example, 0.34 means a 34% yield). (1) The reactants are [N:1]12[CH2:8][CH2:7][CH:4]([CH2:5][CH2:6]1)[CH:3]([NH2:9])[CH2:2]2.C1N=CN([C:15](N2C=NC=C2)=[O:16])C=1.[C:22]([NH2:31])([C:25]1[CH:30]=[CH:29][CH:28]=[CH:27][CH:26]=1)([CH3:24])[CH3:23]. No catalyst specified. The product is [N:1]12[CH2:8][CH2:7][CH:4]([CH2:5][CH2:6]1)[CH:3]([NH:9][C:15]([NH:31][C:22]([C:25]1[CH:30]=[CH:29][CH:28]=[CH:27][CH:26]=1)([CH3:24])[CH3:23])=[O:16])[CH2:2]2. The yield is 0.100. (2) The reactants are [CH3:1][C:2]1[CH:6]=[C:5]([C:7]([OH:9])=O)[N:4]([C:10]2[CH:15]=[CH:14][CH:13]=[CH:12][CH:11]=2)[N:3]=1.CN(C)C=O.C(Cl)(=O)C(Cl)=O.[NH2:27][C:28]1[CH:29]=[C:30]([S:34][C:35]2[CH:36]=[CH:37][C:38]3[N:39]([CH:41]=[C:42]([NH:44][C:45]([CH:47]4[CH2:49][CH2:48]4)=[O:46])[N:43]=3)[N:40]=2)[CH:31]=[CH:32][CH:33]=1. The catalyst is CN(C)C(=O)C.O1CCCC1. The product is [CH:47]1([C:45]([NH:44][C:42]2[N:43]=[C:38]3[CH:37]=[CH:36][C:35]([S:34][C:30]4[CH:29]=[C:28]([NH:27][C:7]([C:5]5[N:4]([C:10]6[CH:15]=[CH:14][CH:13]=[CH:12][CH:11]=6)[N:3]=[C:2]([CH3:1])[CH:6]=5)=[O:9])[CH:33]=[CH:32][CH:31]=4)=[N:40][N:39]3[CH:41]=2)=[O:46])[CH2:48][CH2:49]1. The yield is 0.650. (3) The reactants are Br[C:2]1[CH:3]=[C:4]([CH:11]([CH2:17][CH:18]([CH3:20])[CH3:19])[C:12]([O:14][CH2:15][CH3:16])=[O:13])[CH:5]=[CH:6][C:7]=1[O:8][CH2:9][CH3:10].[F:21][C:22]([F:33])([F:32])[C:23]1[CH:28]=[CH:27][C:26](B(O)O)=[CH:25][CH:24]=1.C(=O)([O-])[O-].[Cs+].[Cs+]. The catalyst is CN(C=O)C.O.C1(P(C2C=CC=CC=2)C2C=CC=CC=2)C=CC=CC=1.C1(P(C2C=CC=CC=2)C2C=CC=CC=2)C=CC=CC=1.C1(P(C2C=CC=CC=2)C2C=CC=CC=2)C=CC=CC=1.C1(P(C2C=CC=CC=2)C2C=CC=CC=2)C=CC=CC=1.[Pd]. The product is [CH2:9]([O:8][C:7]1[C:2]([C:26]2[CH:27]=[CH:28][C:23]([C:22]([F:33])([F:32])[F:21])=[CH:24][CH:25]=2)=[CH:3][C:4]([CH:11]([CH2:17][CH:18]([CH3:20])[CH3:19])[C:12]([O:14][CH2:15][CH3:16])=[O:13])=[CH:5][CH:6]=1)[CH3:10]. The yield is 0.720.